Dataset: Forward reaction prediction with 1.9M reactions from USPTO patents (1976-2016). Task: Predict the product of the given reaction. (1) Given the reactants [C:1]([O:5][C:6](=[O:42])[N:7]([C@H:11]1[CH2:19][CH2:18][CH2:17][C@H:16]([CH2:20][C:21]2[CH:26]=[CH:25][C:24]([O:27][CH3:28])=[CH:23][CH:22]=2)[C@@H:15]([O:29][Si](C(C)C)(C(C)C)C(C)C)[C@H:14]([CH3:40])[O:13][C:12]1=[O:41])[CH2:8][O:9][CH3:10])([CH3:4])([CH3:3])[CH3:2].CCCC[N+](CCCC)(CCCC)CCCC.[F-], predict the reaction product. The product is: [C:1]([O:5][C:6](=[O:42])[N:7]([C@H:11]1[CH2:19][CH2:18][CH2:17][C@H:16]([CH2:20][C:21]2[CH:26]=[CH:25][C:24]([O:27][CH3:28])=[CH:23][CH:22]=2)[C@@H:15]([OH:29])[C@H:14]([CH3:40])[O:13][C:12]1=[O:41])[CH2:8][O:9][CH3:10])([CH3:3])([CH3:2])[CH3:4]. (2) Given the reactants Br[C:2]1[CH:3]=[C:4]2[C:9](=[CH:10][CH:11]=1)[CH:8]=[N:7][CH:6]=[CH:5]2.[I-:12].[K+].ClCCl.C(OCC)C, predict the reaction product. The product is: [I:12][C:2]1[CH:3]=[C:4]2[C:9](=[CH:10][CH:11]=1)[CH:8]=[N:7][CH:6]=[CH:5]2. (3) Given the reactants C(N(CC)CC)C.[Si:8](Cl)([C:11]([CH3:14])([CH3:13])[CH3:12])([CH3:10])[CH3:9].C(Cl)Cl.[N:19]1([CH2:29][CH2:30][OH:31])[C@H:28]2[C@@H:23]([CH2:24][CH2:25][CH2:26][CH2:27]2)[NH:22][CH2:21][CH2:20]1, predict the reaction product. The product is: [Si:8]([O:31][CH2:30][CH2:29][N:19]1[C@H:28]2[C@@H:23]([CH2:24][CH2:25][CH2:26][CH2:27]2)[NH:22][CH2:21][CH2:20]1)([C:11]([CH3:14])([CH3:13])[CH3:12])([CH3:10])[CH3:9]. (4) Given the reactants [N:1]1[CH:6]=[CH:5][CH:4]=[CH:3][C:2]=1[S:7](Cl)(=[O:9])=[O:8].[C:11]([O:15][C:16](=[O:27])[NH:17][C@@H:18]1[CH2:24][CH2:23][C@@H:22]([CH3:25])[NH:21][CH2:20][C@H:19]1[OH:26])([CH3:14])([CH3:13])[CH3:12].C(=O)(O)[O-].[Na+], predict the reaction product. The product is: [C:11]([O:15][C:16](=[O:27])[NH:17][C@@H:18]1[CH2:24][CH2:23][C@@H:22]([CH3:25])[N:21]([S:7]([C:2]2[CH:3]=[CH:4][CH:5]=[CH:6][N:1]=2)(=[O:9])=[O:8])[CH2:20][C@H:19]1[OH:26])([CH3:13])([CH3:12])[CH3:14]. (5) Given the reactants [BH4-].[Na+].[CH2:3]([O:10][C:11](=[O:31])[NH:12][C:13]1[CH:18]=[CH:17][C:16]([CH:19]2[CH2:24][CH2:23][N:22]([CH3:25])[CH2:21][C:20]2=[O:26])=[CH:15][C:14]=1[O:27][CH:28]([CH3:30])[CH3:29])[C:4]1[CH:9]=[CH:8][CH:7]=[CH:6][CH:5]=1.O.[Cl-].[Na+], predict the reaction product. The product is: [CH2:3]([O:10][C:11](=[O:31])[NH:12][C:13]1[CH:18]=[CH:17][C:16]([CH:19]2[CH2:24][CH2:23][N:22]([CH3:25])[CH2:21][CH:20]2[OH:26])=[CH:15][C:14]=1[O:27][CH:28]([CH3:29])[CH3:30])[C:4]1[CH:9]=[CH:8][CH:7]=[CH:6][CH:5]=1. (6) Given the reactants [OH:1][C:2]1[C:7]([C:8]([O:10][CH2:11][CH3:12])=[O:9])=[CH:6][N:5]=[C:4]2[C:13]([CH3:16])=[CH:14][S:15][C:3]=12.[CH3:17]N(C=O)C.C(=O)([O-])[O-].[K+].[K+].IC, predict the reaction product. The product is: [CH3:16][C:13]1[C:4]2[N:5]([CH3:17])[CH:6]=[C:7]([C:8]([O:10][CH2:11][CH3:12])=[O:9])[C:2](=[O:1])[C:3]=2[S:15][CH:14]=1. (7) Given the reactants [Cl:1][C:2]1[C:7]([C:8]([F:11])([F:10])[F:9])=[CH:6][CH:5]=[CH:4][C:3]=1[C:12]([N:14]1[CH2:19][CH2:18][N:17]([CH2:20][CH3:21])[C:16](=[O:22])[CH2:15]1)=[O:13].BrC[CH:25]1[CH2:30][CH2:29]C[CH2:27][CH2:26]1, predict the reaction product. The product is: [Cl:1][C:2]1[C:7]([C:8]([F:11])([F:9])[F:10])=[CH:6][CH:5]=[CH:4][C:3]=1[C:12]([N:14]1[CH2:19][CH2:18][N:17]([CH2:20][CH:21]2[CH2:29][CH2:30][CH2:25][CH2:26][CH2:27]2)[C:16](=[O:22])[CH2:15]1)=[O:13].